From a dataset of Full USPTO retrosynthesis dataset with 1.9M reactions from patents (1976-2016). Predict the reactants needed to synthesize the given product. (1) Given the product [OH:1][C@H:2]([C@H:4]([N:15]1[CH:19]=[C:18]([C:20]([NH2:22])=[O:21])[N:17]=[CH:16]1)[CH2:5][CH2:6][C:7]1[CH:12]=[CH:11][CH:10]=[CH:9][C:8]=1[S:13]([CH3:14])=[O:31])[CH3:3], predict the reactants needed to synthesize it. The reactants are: [OH:1][C@H:2]([C@H:4]([N:15]1[CH:19]=[C:18]([C:20]([NH2:22])=[O:21])[N:17]=[CH:16]1)[CH2:5][CH2:6][C:7]1[CH:12]=[CH:11][CH:10]=[CH:9][C:8]=1[S:13][CH3:14])[CH3:3].ClC1C=CC=C(C(OO)=[O:31])C=1. (2) Given the product [N:19]1([CH:15]([CH2:16][CH2:17][CH3:18])[C:14]([C:11]2[CH:12]=[CH:13][C:8]([O:7][CH2:32][C:31]([O:30][C:26]([CH3:29])([CH3:28])[CH3:27])=[O:34])=[CH:9][CH:10]=2)=[O:24])[CH2:23][CH2:22][CH2:21][CH2:20]1, predict the reactants needed to synthesize it. The reactants are: C(=O)([O-])[O-].[K+].[K+].[OH:7][C:8]1[CH:13]=[CH:12][C:11]([C:14](=[O:24])[CH:15]([N:19]2[CH2:23][CH2:22][CH2:21][CH2:20]2)[CH2:16][CH2:17][CH3:18])=[CH:10][CH:9]=1.Cl.[C:26]([O:30][C:31](=[O:34])[CH2:32]Br)([CH3:29])([CH3:28])[CH3:27]. (3) Given the product [F:11][C:8]1[CH:9]=[N:10][C:2]2[N:1]=[C:13]([OH:14])[N:12]=[C:4]([OH:5])[C:3]=2[CH:7]=1, predict the reactants needed to synthesize it. The reactants are: [NH2:1][C:2]1[N:10]=[CH:9][C:8]([F:11])=[CH:7][C:3]=1[C:4](O)=[O:5].[NH2:12][C:13](N)=[O:14].[OH-].[Na+].C(=O)=O. (4) Given the product [C:31]([C:29]1[CH:28]=[C:26]([NH:27][C:13](=[O:15])[CH2:12][N:11]2[C:10]3[CH:16]=[CH:17][CH:18]=[CH:19][C:9]=3[N:8]=[C:7]2[C:1]2[CH:2]=[CH:3][CH:4]=[CH:5][CH:6]=2)[CH:25]=[C:24]([C:20]([CH3:23])([CH3:22])[CH3:21])[CH:30]=1)([CH3:34])([CH3:33])[CH3:32], predict the reactants needed to synthesize it. The reactants are: [C:1]1([C:7]2[N:11]([CH2:12][C:13]([OH:15])=O)[C:10]3[CH:16]=[CH:17][CH:18]=[CH:19][C:9]=3[N:8]=2)[CH:6]=[CH:5][CH:4]=[CH:3][CH:2]=1.[C:20]([C:24]1[CH:25]=[C:26]([CH:28]=[C:29]([C:31]([CH3:34])([CH3:33])[CH3:32])[CH:30]=1)[NH2:27])([CH3:23])([CH3:22])[CH3:21].F[P-](F)(F)(F)(F)F.N1(OC(N(C)C)=[N+](C)C)C2N=CC=CC=2N=N1.C(N(CC)CC)C. (5) Given the product [C:28]1([CH:27]2[CH2:26][O:25][C:12]3([CH2:13][CH2:14][N:15]([C:18]([O:20][C:21]([CH3:22])([CH3:23])[CH3:24])=[O:19])[CH2:16][CH2:17]3)[CH2:11][NH:10]2)[CH:29]=[CH:30][CH:31]=[CH:32][CH:33]=1, predict the reactants needed to synthesize it. The reactants are: COC1C=CC(C[N:10]2[CH:27]([C:28]3[CH:33]=[CH:32][CH:31]=[CH:30][CH:29]=3)[CH2:26][O:25][C:12]3([CH2:17][CH2:16][N:15]([C:18]([O:20][C:21]([CH3:24])([CH3:23])[CH3:22])=[O:19])[CH2:14][CH2:13]3)[CH2:11]2)=CC=1.C([O-])=O.[NH4+]. (6) Given the product [Cl:1][C:2]1[N:6]([CH3:7])[N:5]=[C:4]([C:8]2[CH:13]=[CH:12][C:11]([OH:14])=[C:10]([CH3:16])[CH:9]=2)[C:3]=1[CH3:17], predict the reactants needed to synthesize it. The reactants are: [Cl:1][C:2]1[N:6]([CH3:7])[N:5]=[C:4]([C:8]2[CH:13]=[CH:12][C:11]([O:14]C)=[C:10]([CH3:16])[CH:9]=2)[C:3]=1[CH3:17].Br. (7) Given the product [Br:1][C@@H:6]1[C@H:7]([OH:12])[C@@H:8]([CH2:10][OH:11])[O:9][C@H:5]1[N:4]1[CH:3]=[CH:2][C:16](=[O:17])[NH:15][C:14]1=[O:13], predict the reactants needed to synthesize it. The reactants are: [BrH:1].[CH:2]1[C:16](=[O:17])[N:15]=[C:14]2[N:4]([CH:5]3[O:9][CH:8]([CH2:10][OH:11])[CH:7]([OH:12])[CH:6]3[O:13]2)[CH:3]=1. (8) The reactants are: [NH2:1][C:2]1[CH:9]=[CH:8][C:5]([C:6]#[N:7])=[C:4]([O:10][CH3:11])[CH:3]=1.[CH3:12][CH:13]1[CH2:19][C:18](=[O:20])[O:17][C:15](=[O:16])[CH2:14]1. Given the product [C:6]([C:5]1[CH:8]=[CH:9][C:2]([NH:1][C:18](=[O:20])[CH2:19][CH:13]([CH3:12])[CH2:14][C:15]([OH:17])=[O:16])=[CH:3][C:4]=1[O:10][CH3:11])#[N:7], predict the reactants needed to synthesize it. (9) Given the product [Cl:41][C:38]1[N:37]=[CH:36][C:35]([N:26]2[C:27](=[O:34])[C:28]3[N:29]=[CH:30][N:31]([CH3:1])[C:32]=3[N:33]=[C:25]2[O:16][C:10]2[CH:9]=[C:8]([F:7])[C:13]([F:14])=[C:12]([F:15])[CH:11]=2)=[CH:40][CH:39]=1, predict the reactants needed to synthesize it. The reactants are: [CH3:1]C([O-])(C)C.[K+].[F:7][C:8]1[CH:9]=[C:10]([OH:16])[CH:11]=[C:12]([F:15])[C:13]=1[F:14].[O-]C1C=CC=CC=1.Cl[C:25]1[N:26]([C:35]2[CH:36]=[N:37][C:38]([Cl:41])=[CH:39][CH:40]=2)[C:27](=[O:34])[C:28]2[N:29]=[CH:30][NH:31][C:32]=2[N:33]=1. (10) Given the product [CH:14]1[C:23]2[C:18](=[CH:19][CH:20]=[CH:21][CH:22]=2)[CH:17]=[CH:16][C:15]=1[NH:24][C:25](=[O:31])[CH2:26][CH2:27][CH2:28][CH2:29][N:4]([CH2:1][CH2:2][CH3:3])[CH:5]1[CH2:13][CH2:12][C:8]2[N:9]=[CH:10][S:11][C:7]=2[CH2:6]1, predict the reactants needed to synthesize it. The reactants are: [CH2:1]([NH:4][CH:5]1[CH2:13][CH2:12][C:8]2[N:9]=[CH:10][S:11][C:7]=2[CH2:6]1)[CH2:2][CH3:3].[CH:14]1[C:23]2[C:18](=[CH:19][CH:20]=[CH:21][CH:22]=2)[CH:17]=[CH:16][C:15]=1[NH:24][C:25](=[O:31])[CH2:26][CH2:27][CH2:28][CH2:29]Br.C(N(CC)CC)C.